Predict the product of the given reaction. From a dataset of Forward reaction prediction with 1.9M reactions from USPTO patents (1976-2016). (1) Given the reactants [H-].[Al+3].[Li+].[H-].[H-].[H-].[CH2:7]([N:14]1[CH2:19][CH2:18][CH2:17][C@@H:16]([NH:20][C:21]2[CH:31]=[CH:30][C:24]([C:25](OCC)=[O:26])=[CH:23][N:22]=2)[CH2:15]1)[C:8]1[CH:13]=[CH:12][CH:11]=[CH:10][CH:9]=1.CO.O, predict the reaction product. The product is: [CH2:7]([N:14]1[CH2:19][CH2:18][CH2:17][C@@H:16]([NH:20][C:21]2[N:22]=[CH:23][C:24]([CH2:25][OH:26])=[CH:30][CH:31]=2)[CH2:15]1)[C:8]1[CH:9]=[CH:10][CH:11]=[CH:12][CH:13]=1. (2) Given the reactants Cl.[CH3:2][O:3][C:4]1[CH:9]=[CH:8][C:7]([NH:10]N)=[CH:6][CH:5]=1.[CH3:12][CH:13]([CH3:17])[C:14](=O)[CH3:15], predict the reaction product. The product is: [CH3:2][O:3][C:4]1[CH:9]=[C:8]2[C:7](=[CH:6][CH:5]=1)[N:10]=[C:14]([CH3:15])[C:13]2([CH3:17])[CH3:12].